From a dataset of Full USPTO retrosynthesis dataset with 1.9M reactions from patents (1976-2016). Predict the reactants needed to synthesize the given product. (1) Given the product [OH:63][C@@H:54]1[CH2:53][C:61]2[C:56](=[CH:57][CH:58]=[CH:59][CH:60]=2)[C@@H:55]1[NH:62][C:43]([C:42]1[CH:47]=[CH:48][CH:49]=[C:40]([C:9]2[C:10]3[C:15](=[CH:14][CH:13]=[C:12]([C:16]4[N:20]=[CH:19][N:18]([C:21]([C:22]5[CH:27]=[CH:26][CH:25]=[CH:24][CH:23]=5)([C:34]5[CH:35]=[CH:36][CH:37]=[CH:38][CH:39]=5)[C:28]5[CH:33]=[CH:32][CH:31]=[CH:30][CH:29]=5)[N:17]=4)[CH:11]=3)[N:7]([CH:2]3[CH2:3][CH2:4][CH2:5][CH2:6][O:1]3)[N:8]=2)[CH:41]=1)=[O:44], predict the reactants needed to synthesize it. The reactants are: [O:1]1[CH2:6][CH2:5][CH2:4][CH2:3][CH:2]1[N:7]1[C:15]2[C:10](=[CH:11][C:12]([C:16]3[N:20]=[CH:19][N:18]([C:21]([C:34]4[CH:39]=[CH:38][CH:37]=[CH:36][CH:35]=4)([C:28]4[CH:33]=[CH:32][CH:31]=[CH:30][CH:29]=4)[C:22]4[CH:27]=[CH:26][CH:25]=[CH:24][CH:23]=4)[N:17]=3)=[CH:13][CH:14]=2)[C:9]([C:40]2[CH:41]=[C:42]([CH:47]=[CH:48][CH:49]=2)[C:43](OC)=[O:44])=[N:8]1.O.[OH-].[Li+].[CH2:53]1[C:61]2[C:56](=[CH:57][CH:58]=[CH:59][CH:60]=2)[C@H:55]([NH2:62])[C@@H:54]1[OH:63].O.ON1C2C=CC=CC=2N=N1.Cl.CN(C)CCCN=C=NCC. (2) Given the product [C:1]1([C:7]2[C:15]3[C:10](=[N:11][CH:12]=[C:13]([C:31]4[CH:32]=[CH:33][C:28]([O:27][CH3:26])=[CH:29][CH:30]=4)[CH:14]=3)[N:9]([S:17]([C:20]3[CH:25]=[CH:24][CH:23]=[CH:22][CH:21]=3)(=[O:19])=[O:18])[CH:8]=2)[CH:6]=[CH:5][CH:4]=[CH:3][CH:2]=1, predict the reactants needed to synthesize it. The reactants are: [C:1]1([C:7]2[C:15]3[C:10](=[N:11][CH:12]=[C:13](Br)[CH:14]=3)[N:9]([S:17]([C:20]3[CH:25]=[CH:24][CH:23]=[CH:22][CH:21]=3)(=[O:19])=[O:18])[CH:8]=2)[CH:6]=[CH:5][CH:4]=[CH:3][CH:2]=1.[CH3:26][O:27][C:28]1[CH:33]=[CH:32][CH:31]=[CH:30][C:29]=1B(O)O.C([O-])([O-])=O.[K+].[K+]. (3) Given the product [F:38][C:19]1[CH:18]=[C:17]([NH:16][C:13]([NH:14][C:9](=[O:10])[CH2:8][C:5]2[CH:6]=[CH:7][C:2]([F:1])=[CH:3][CH:4]=2)=[S:12])[CH:37]=[CH:36][C:20]=1[O:21][C:22]1[N:23]=[CH:24][N:25]=[C:26]([NH:28][C:29]([N:31]2[CH2:35][CH2:34][CH2:33][CH2:32]2)=[O:30])[CH:27]=1, predict the reactants needed to synthesize it. The reactants are: [F:1][C:2]1[CH:7]=[CH:6][C:5]([CH2:8][C:9](Cl)=[O:10])=[CH:4][CH:3]=1.[S-:12][C:13]#[N:14].[K+].[NH2:16][C:17]1[CH:37]=[CH:36][C:20]([O:21][C:22]2[CH:27]=[C:26]([NH:28][C:29]([N:31]3[CH2:35][CH2:34][CH2:33][CH2:32]3)=[O:30])[N:25]=[CH:24][N:23]=2)=[C:19]([F:38])[CH:18]=1.CCCCCC. (4) The reactants are: [N:1]1([C:7]2[CH:8]=[C:9]3[C:14](=[CH:15][CH:16]=2)[N:13]=[C:12]([N:17]2[CH:21]=[C:20]([C:22]([O:24]CC)=[O:23])[CH:19]=[N:18]2)[NH:11][C:10]3=O)[CH2:6][CH2:5][CH2:4][CH2:3][CH2:2]1.[CH2:28]([NH:30][CH2:31][CH3:32])[CH3:29]. Given the product [CH2:28]([N:30]([CH2:31][CH3:32])[C:10]1[C:9]2[C:14](=[CH:15][CH:16]=[C:7]([N:1]3[CH2:2][CH2:3][CH2:4][CH2:5][CH2:6]3)[CH:8]=2)[N:13]=[C:12]([N:17]2[CH:21]=[C:20]([C:22]([OH:24])=[O:23])[CH:19]=[N:18]2)[N:11]=1)[CH3:29], predict the reactants needed to synthesize it. (5) Given the product [N:13]1([CH2:19][CH2:20][CH2:21][CH2:22][C:23](=[O:27])[C:24](=[N:9][NH:1][C:2]2[CH:7]=[CH:6][CH:5]=[CH:4][CH:3]=2)[C:25]#[N:26])[CH2:18][CH2:17][O:16][CH2:15][CH2:14]1, predict the reactants needed to synthesize it. The reactants are: [NH2:1][C:2]1[CH:7]=[CH:6][CH:5]=[CH:4][CH:3]=1.Cl.[N:9]([O-])=O.[Na+].[N:13]1([CH2:19][CH2:20][CH2:21][CH2:22][C:23](=[O:27])[CH2:24][C:25]#[N:26])[CH2:18][CH2:17][O:16][CH2:15][CH2:14]1. (6) Given the product [CH2:23]([S:25]([O:15][C:7]1[CH:6]=[C:5]([C:1]([CH3:4])([CH3:3])[CH3:2])[CH:10]=[C:9]([C:11]([CH3:14])([CH3:13])[CH3:12])[CH:8]=1)(=[O:27])=[O:26])[CH3:24], predict the reactants needed to synthesize it. The reactants are: [C:1]([C:5]1[CH:6]=[C:7]([OH:15])[CH:8]=[C:9]([C:11]([CH3:14])([CH3:13])[CH3:12])[CH:10]=1)([CH3:4])([CH3:3])[CH3:2].C(N(CC)CC)C.[CH2:23]([S:25](Cl)(=[O:27])=[O:26])[CH3:24]. (7) Given the product [NH:17]1[CH:18]=[CH:19][CH:20]=[C:16]1[C:13](=[N:1][CH2:2][C:3]1[CH:4]=[C:5]2[C:9](=[CH:10][CH:11]=1)[NH:8][C:7](=[O:12])[C:6]2=[C:22]([C:23]1[NH:21][CH:26]=[CH:25][CH:24]=1)[CH3:27])[CH3:14], predict the reactants needed to synthesize it. The reactants are: [NH2:1][CH2:2][C:3]1[CH:4]=[C:5]2[C:9](=[CH:10][CH:11]=1)[NH:8][C:7](=[O:12])[CH2:6]2.[C:13]([C:16]1[NH:17][CH:18]=[CH:19][CH:20]=1)(=O)[CH3:14].[NH:21]1[CH2:26][CH2:25][CH2:24][CH2:23][CH2:22]1.[CH3:27]S(C)=O. (8) The reactants are: [NH:1]1[C:9]2[C:4](=[CH:5][CH:6]=[C:7]([C:10]([OH:12])=[O:11])[CH:8]=2)[CH:3]=[N:2]1.[C:13](=O)([O-])[O-].[Na+].[Na+].IC.C(=O)(O)[O-].[Na+]. Given the product [NH:1]1[C:9]2[C:4](=[CH:5][CH:6]=[C:7]([C:10]([O:12][CH3:13])=[O:11])[CH:8]=2)[CH:3]=[N:2]1, predict the reactants needed to synthesize it. (9) The reactants are: [C:1]([C:4]1[CH:9]=[CH:8][C:7]([C:10]([CH3:14])([CH3:13])[C:11]#[N:12])=[CH:6][C:5]=1[CH3:15])(=O)[CH3:2].[BH4-].[Na+].[OH-].[NH4+:19]. Given the product [NH2:19][CH:1]([C:4]1[CH:9]=[CH:8][C:7]([C:10]([CH3:14])([CH3:13])[C:11]#[N:12])=[CH:6][C:5]=1[CH3:15])[CH3:2], predict the reactants needed to synthesize it.